From a dataset of Forward reaction prediction with 1.9M reactions from USPTO patents (1976-2016). Predict the product of the given reaction. Given the reactants [CH3:1][S:2](Cl)(=[O:4])=[O:3].[NH2:6][C:7]1[CH:12]=[CH:11][C:10]([C:13]([C:15]2[CH:20]=[CH:19][C:18]([O:21][CH3:22])=[CH:17][CH:16]=2)=[O:14])=[CH:9][CH:8]=1.N1C=CC=CC=1, predict the reaction product. The product is: [CH3:22][O:21][C:18]1[CH:19]=[CH:20][C:15]([C:13]([C:10]2[CH:11]=[CH:12][C:7]([NH:6][S:2]([CH3:1])(=[O:4])=[O:3])=[CH:8][CH:9]=2)=[O:14])=[CH:16][CH:17]=1.